This data is from Experimentally validated miRNA-target interactions with 360,000+ pairs, plus equal number of negative samples. The task is: Binary Classification. Given a miRNA mature sequence and a target amino acid sequence, predict their likelihood of interaction. (1) The miRNA is hsa-miR-7160-3p with sequence CAGGGCCCUGGCUUUAGCAGA. The protein sequence of the target gene is MSHGKRTDMLPEIAAAVGFLSSLLRTRGCVSEQRLKVFSRALQDALTDHYKHHWFPEKPSKGSGYRCIRINHKMDPIISKVASQIGLSQPQLHRLLPSELTLWVDPYEVSYRIGEDGSICVLYEEAPVAASYGLLTCKNQMMLGRSSPSKNYVMAVSS. Result: 0 (no interaction). (2) The miRNA is hsa-miR-4660 with sequence UGCAGCUCUGGUGGAAAAUGGAG. The protein sequence of the target gene is MASPPHQQLLHHHSTEVSCDSSGDSNSVRVKINPKQLSSNSHPKHCKYSISSSCSSSGDSGGVPRRVGGGGRLRRQKKLPQLFERASSRWWDPKFDSVNLEEACLERCFPQTQRRFRYALFYIGFACLLWSIYFAVHMRSRLIVMVAPALCFLLVCVGFFLFTFTKLYARHYAWTSLALTLLVFALTLAAQFQVLTPVSGRGDSSNLTATARPTDTCLSQVGSFSMCIEVLFLLYTVMHLPLYLSLCLGVAYSVLFETFGYHFRDEACFPSPGAGALHWELLSRGLLHGCIHAIGVHLFV.... Result: 1 (interaction). (3) The miRNA is rno-miR-342-3p with sequence UCUCACACAGAAAUCGCACCCGU. The protein sequence of the target gene is MAGGVDGPIGIPFPDHSSDILSGLNEQRTQGLLCDVVILVEGREFPTHRSVLAACSQYFKKLFTSGAVVDQQNVYEIDFVSAEALTALMDFAYTATLTVSTANVGDILSAARLLEIPAVSHVCADLLERQILAADDVGDASQPDGAGPTDQRNLLRAKEYLEFFRSNPMNSLPPTAFPWSGFGAPDDDLDATKEAVAAAVAAVAAGDCNGLDFYGPGPPADRPPAGDGDEGDSTPGLWPERDEDAPPGGLFPPPTAPPATTQNGHYGRAGAGTGEEEAAALSEAAPEPGDSPGFLSGAAE.... Result: 0 (no interaction). (4) The miRNA is hsa-miR-4486 with sequence GCUGGGCGAGGCUGGCA. The protein sequence of the target gene is MSPGGKFDFDDGGCYVGGWEAGRAHGYGVCTGPGAQGEYSGCWAHGFESLGVFTGPGGHSYQGHWQQGKREGLGVERKSRWTYRGEWLGGLKGRSGVWESVSGLRYAGLWKDGFQDGYGTETYSDGGTYQGQWQAGKRHGYGVRQSVPYHQAALLRSPRRTSLDSGHSDPPTPPPPLPLPGDEGGSPASGSRGGFVLAGPGDADGASSRKRTPAAGGFFRRSLLLSGLRAGGRRSSLGSKRGSLRSEVSSEVGSTGPPGSEASGPPIPAPPALIEGSATEVYAGEWRADRRSGYGVSQRS.... Result: 0 (no interaction). (5) The miRNA is hsa-miR-4799-5p with sequence AUCUAAAUGCAGCAUGCCAGUC. The protein sequence of the target gene is MSDNKERKSQGFPKEDNQDTSSLADAVEKVAKQQQSQASEIEKNKKVLFNLKNELHELEKEIAAISAETKETERQIYQQDSAIENTKLHCDSLETQIKSLHSENVKLKFDIETAQEDFEEHMIKYNAYYAKIKAHKNSLGEVESKWSFMTELHEKRDFVKKLKTMKEELMQDLQNPGGNRITQVQEDITNLKDKIITVKESIIEKTCFLEEEKKTHEKLRKEIEVQHKRYDAILKRLHCQVNKLQSNRRQWQWNIQQLEKTAAELRKCIGMQE. Result: 0 (no interaction). (6) The protein sequence of the target gene is MLGAADESSVRVAVRIRPQLAKEKIEGCHICTSVTPGEPQVFLGKDKAFTFDYVFDIDSQQEQIYTQCIEKLIEGCFEGYNATVFAYGQTGAGKTYTMGTGFDVNIMEEEQGIISRAVRHLFKSIDEKKTSAIKNGLPPPEFKVNAQFLELYNEEVLDLFDTTRDIDAKNKKSNIRIHEDSTGGIYTVGVTTRTVNTEPEMMQCLKLGALSRTTASTQMNVQSSRSHAIFTIHVCQTRVCPQTDAENATDNKLISESSPMNEFETLTAKFHFVDLAGSERLKRTGATGERAKEGISINCG.... The miRNA is hsa-miR-548ah-3p with sequence CAAAAACUGCAGUUACUUUUGC. Result: 0 (no interaction).